This data is from Forward reaction prediction with 1.9M reactions from USPTO patents (1976-2016). The task is: Predict the product of the given reaction. (1) The product is: [CH2:1]([C:3]1[N:7]([C:8]2[C:16]3[O:15][CH2:14][C@@H:13]([NH:17][C:18]4[CH:31]=[CH:30][C:21]5[C@H:22]([CH2:25][C:26]([OH:28])=[O:27])[CH2:23][O:24][C:20]=5[CH:19]=4)[C:12]=3[CH:11]=[CH:10][CH:9]=2)[C:6]2[CH:38]=[C:39]([F:43])[C:40]([F:42])=[CH:41][C:5]=2[N:4]=1)[CH3:2]. Given the reactants [CH2:1]([C:3]1[N:7]([C:8]2[C:16]3[O:15][CH2:14][C@@H:13]([N:17](C(=O)C(F)(F)F)[C:18]4[CH:31]=[CH:30][C:21]5[C@H:22]([CH2:25][C:26]([O:28]C)=[O:27])[CH2:23][O:24][C:20]=5[CH:19]=4)[C:12]=3[CH:11]=[CH:10][CH:9]=2)[C:6]2[CH:38]=[C:39]([F:43])[C:40]([F:42])=[CH:41][C:5]=2[N:4]=1)[CH3:2].[OH-].[Na+].Cl, predict the reaction product. (2) Given the reactants [NH:1]1[C:9]2[C:4](=[CH:5][C:6]([N:10]3[C:14]4=[N:15][CH:16]=[CH:17][CH:18]=[C:13]4[N:12]([CH2:19][CH3:20])[C:11]3=[O:21])=[CH:7][CH:8]=2)[CH2:3][CH2:2]1.Cl[C:23]1[N:27](COCC[Si](C)(C)C)[C:26]2[CH:36]=[CH:37][CH:38]=[CH:39][C:25]=2[N:24]=1, predict the reaction product. The product is: [NH:24]1[C:25]2[CH:39]=[CH:38][CH:37]=[CH:36][C:26]=2[N:27]=[C:23]1[N:1]1[C:9]2[C:4](=[CH:5][C:6]([N:10]3[C:14]4=[N:15][CH:16]=[CH:17][CH:18]=[C:13]4[N:12]([CH2:19][CH3:20])[C:11]3=[O:21])=[CH:7][CH:8]=2)[CH2:3][CH2:2]1. (3) The product is: [OH:43][C@@H:38]1[C:39]2[C:35](=[C:34]([C:32]3[N:31]=[C:6]([C:5]4[CH:9]=[CH:10][C:11]([O:12][CH:13]([CH3:15])[CH3:14])=[C:3]([CH:4]=4)[C:1]#[N:2])[O:8][N:33]=3)[CH:42]=[CH:41][CH:40]=2)[CH2:36][CH2:37]1. Given the reactants [C:1]([C:3]1[CH:4]=[C:5]([CH:9]=[CH:10][C:11]=1[O:12][CH:13]([CH3:15])[CH3:14])[C:6]([OH:8])=O)#[N:2].C1C=CC2N(O)N=NC=2C=1.C(Cl)CCl.O[NH:31][C:32]([C:34]1[C:35]2[CH2:36][CH2:37][C@H:38]([OH:43])[C:39]=2[CH:40]=[CH:41][CH:42]=1)=[NH:33], predict the reaction product. (4) Given the reactants [F:1][C:2]([F:7])([F:6])[C:3]([OH:5])=[O:4].[F:8][C:9]([F:14])([F:13])[C:10]([OH:12])=[O:11].C([NH:19][C:20]([N:22]1[CH2:27][CH2:26][N:25]([C:28]2[CH:29]=[CH:30][C:31]3[NH:32][C:33]4[N:49]=[C:37]([NH:38][C:39]5[CH:40]=[CH:41][CH:42]=[C:43]([CH:48]=5)[CH2:44][CH2:45][C:46]=2[CH:47]=3)[N:36]=[CH:35][C:34]=4[Cl:50])[CH2:24][CH2:23]1)=[O:21])(C)(C)C, predict the reaction product. The product is: [F:1][C:2]([F:7])([F:6])[C:3]([OH:5])=[O:4].[F:8][C:9]([F:14])([F:13])[C:10]([OH:12])=[O:11].[Cl:50][C:34]1[CH:35]=[N:36][C:37]2[NH:38][C:39]3[CH:40]=[CH:41][CH:42]=[C:43]([CH:48]=3)[CH2:44][CH2:45][C:46]3[CH:47]=[C:31]([NH:32][C:33]=1[N:49]=2)[CH:30]=[CH:29][C:28]=3[N:25]1[CH2:26][CH2:27][N:22]([C:20]([NH2:19])=[O:21])[CH2:23][CH2:24]1. (5) Given the reactants C(NC(C)C)(C)C.[Li][CH2:9][CH2:10][CH2:11][CH3:12].[C:13]([OH:17])(=[O:16])[CH2:14][CH3:15].BrCC#CC.Cl, predict the reaction product. The product is: [CH3:15][CH:14]([CH2:9][C:10]#[C:11][CH3:12])[C:13]([OH:17])=[O:16]. (6) The product is: [CH3:31][O:30][C:27]1[CH:28]=[CH:29][C:24]([NH:21][C:22]([N:18]2[CH2:19][CH2:20][CH:15]([C:6]3[C:5]4[C:10](=[CH:11][C:12]([O:13][CH3:14])=[C:3]([O:2][CH3:1])[CH:4]=4)[N:9]=[CH:8][N:7]=3)[CH2:16][CH2:17]2)=[O:23])=[CH:25][CH:26]=1. Given the reactants [CH3:1][O:2][C:3]1[CH:4]=[C:5]2[C:10](=[CH:11][C:12]=1[O:13][CH3:14])[N:9]=[CH:8][N:7]=[C:6]2[CH:15]1[CH2:20][CH2:19][NH:18][CH2:17][CH2:16]1.[N:21]([C:24]1[CH:29]=[CH:28][C:27]([O:30][CH3:31])=[CH:26][CH:25]=1)=[C:22]=[O:23], predict the reaction product.